Dataset: Ames mutagenicity test results for genotoxicity prediction. Task: Regression/Classification. Given a drug SMILES string, predict its toxicity properties. Task type varies by dataset: regression for continuous values (e.g., LD50, hERG inhibition percentage) or binary classification for toxic/non-toxic outcomes (e.g., AMES mutagenicity, cardiotoxicity, hepatotoxicity). Dataset: ames. The compound is CC(O)COC(C)(C)C. The result is 1 (mutagenic).